This data is from Catalyst prediction with 721,799 reactions and 888 catalyst types from USPTO. The task is: Predict which catalyst facilitates the given reaction. (1) Reactant: Cl.Cl.[NH2:3][CH2:4][CH2:5][C:6]1[N:10]=[CH:9][NH:8][CH:7]=1.Br[CH2:12][C:13](=O)[C:14]([O:16][CH2:17][CH3:18])=[O:15].CCN(CC)CC. Product: [CH2:17]([O:16][C:14]([C:13]1[C:7]2[NH:8][CH:9]=[N:10][C:6]=2[CH2:5][CH2:4][NH:3][CH:12]=1)=[O:15])[CH3:18]. The catalyst class is: 14. (2) Reactant: Cl.[C:2]1([CH3:10])[CH:7]=[CH:6][CH:5]=[CH:4][C:3]=1[NH:8][NH2:9].C(Cl)(Cl)(Cl)Cl.C(N(CC)CC)C.C(O[C:26]1([CH:38]=[CH:37][CH:36]=[CH:35][CH2:34]1)[CH:27]=[N:28][C:29](=O)[CH2:30][CH2:31][CH3:32])C. Product: [CH3:10][C:2]1[CH:7]=[CH:6][CH:5]=[CH:4][C:3]=1[N:8]1[C:29]([CH2:30][CH2:31][CH3:32])=[N:28][C:27]([C:26]2[CH:34]=[CH:35][CH:36]=[CH:37][CH:38]=2)=[N:9]1. The catalyst class is: 22.